This data is from Reaction yield outcomes from USPTO patents with 853,638 reactions. The task is: Predict the reaction yield, written as a fraction of the theoretical maximum amount of product (1.0 means a 100% yield; for example, 0.34 means a 34% yield). (1) The reactants are [N+]([C:4]1[CH:5]=[C:6]2[C:10](=[CH:11][CH:12]=1)[NH:9][N:8]=[C:7]2[C:13]1[CH:18]=[CH:17][CH:16]=[CH:15][CH:14]=1)([O-])=O.[H][H].C(OCC)(=[O:23])C. The catalyst is [Pd].[Pd].[C]. The product is [C:13]1([C:7]2[C:6]3[C:10](=[CH:11][CH:12]=[C:4]([OH:23])[CH:5]=3)[NH:9][N:8]=2)[CH:18]=[CH:17][CH:16]=[CH:15][CH:14]=1. The yield is 0.280. (2) The product is [OH:1][C:2]1[CH:7]=[C:6]([OH:8])[CH:5]=[CH:4][C:3]=1[C:12](=[O:23])[CH2:13][CH2:14][C:15]1[CH:16]=[N:17][C:18]([O:21][CH3:22])=[CH:19][CH:20]=1. The catalyst is CC#N.O. The yield is 0.350. The reactants are [OH:1][C:2]1[CH:7]=[C:6]([O:8]COC)[CH:5]=[CH:4][C:3]=1[C:12](=[O:23])[CH2:13][CH2:14][C:15]1[CH:16]=[N:17][C:18]([O:21][CH3:22])=[CH:19][CH:20]=1.C(O)(C(F)(F)F)=O.[OH-].[Na+].